From a dataset of Forward reaction prediction with 1.9M reactions from USPTO patents (1976-2016). Predict the product of the given reaction. (1) Given the reactants [CH:1]([N:14]1[CH2:17][CH:16](OS(C)(=O)=O)[CH2:15]1)([C:8]1[CH:13]=[CH:12][CH:11]=[CH:10][CH:9]=1)[C:2]1[CH:7]=[CH:6][CH:5]=[CH:4][CH:3]=1.[CH2:23]([NH2:30])[C:24]1[CH:29]=[CH:28][CH:27]=[CH:26][CH:25]=1, predict the reaction product. The product is: [CH:1]([N:14]1[CH2:17][CH:16]([NH:30][CH2:23][C:24]2[CH:29]=[CH:28][CH:27]=[CH:26][CH:25]=2)[CH2:15]1)([C:8]1[CH:13]=[CH:12][CH:11]=[CH:10][CH:9]=1)[C:2]1[CH:7]=[CH:6][CH:5]=[CH:4][CH:3]=1. (2) Given the reactants [CH:1]1([C@H:5]([NH:7][C:8]2[N:16]=[C:15]([C:17]#[N:18])[N:14]=[C:13]3[C:9]=2[N:10]([CH2:19][C@H:20]2[CH2:25][CH2:24][C@H:23]([CH3:26])[CH2:22][CH2:21]2)[CH:11]=[N:12]3)[CH3:6])[CH2:4][CH2:3][CH2:2]1.C1([C@H](NC2N=C(C3NC(=O)ON=3)N=C3C=2N(C[C@H]2CC[C@H](C)CC2)[C:37]([CH:49]2[C:53]4[CH:54]=[CH:55][CH:56]=[CH:57][C:52]=4[CH2:51][O:50]2)=N3)C)CCC1.ClCCC(C1C=CC=CC=1)=O, predict the reaction product. The product is: [CH:1]1([C@H:5]([NH:7][C:8]2[N:16]=[C:15]([C:17]#[N:18])[N:14]=[C:13]3[C:9]=2[N:10]([CH2:19][C@H:20]2[CH2:21][CH2:22][C@H:23]([CH3:26])[CH2:24][CH2:25]2)[C:11]([C:49]2([C:53]4[CH:52]=[CH:57][CH:56]=[CH:55][CH:54]=4)[CH2:37][CH2:51][O:50]2)=[N:12]3)[CH3:6])[CH2:4][CH2:3][CH2:2]1. (3) Given the reactants [CH3:1][O:2][C:3]1[CH:8]=[C:7]([O:9][CH3:10])[CH:6]=[CH:5][C:4]=1[C:11]([N:13]1[CH2:20][CH:19]2[CH:15]([CH2:16][NH:17][CH2:18]2)[CH2:14]1)=[O:12].Cl[C:22]1[CH:27]=[CH:26][CH:25]=[C:24]([CH3:28])[N:23]=1, predict the reaction product. The product is: [CH3:1][O:2][C:3]1[CH:8]=[C:7]([O:9][CH3:10])[CH:6]=[CH:5][C:4]=1[C:11]([N:13]1[CH2:20][CH:19]2[CH:15]([CH2:16][N:17]([C:22]3[CH:27]=[CH:26][CH:25]=[C:24]([CH3:28])[N:23]=3)[CH2:18]2)[CH2:14]1)=[O:12]. (4) Given the reactants C1O[C@@H]([O:7][C:8]2[CH:13]=[CH:12][C:11]([N+:14]([O-:16])=[O:15])=[CH:10][CH:9]=2)[C@H](O)[C@@H](O)[C@@H]1O.C([O-])(=O)C.P([O-])([O-])([O-])=O, predict the reaction product. The product is: [CH:10]1[C:11]([N+:14]([O-:16])=[O:15])=[CH:12][CH:13]=[C:8]([OH:7])[CH:9]=1. (5) The product is: [C:6]([N:8]([C:17]([O:19][C:20]([CH3:23])([CH3:22])[CH3:21])=[O:18])[C@H:9]1[C@H:14]([O:15][CH3:16])[CH2:13][CH2:12][N:11]([C:25]2[CH:30]=[CH:29][N:28]=[CH:27][C:26]=2[N+:31]([O-:33])=[O:32])[CH2:10]1)([O:5][C:1]([CH3:4])([CH3:3])[CH3:2])=[O:7]. Given the reactants [C:1]([O:5][C:6]([N:8]([C:17]([O:19][C:20]([CH3:23])([CH3:22])[CH3:21])=[O:18])[C@H:9]1[C@H:14]([O:15][CH3:16])[CH2:13][CH2:12][NH:11][CH2:10]1)=[O:7])([CH3:4])([CH3:3])[CH3:2].Cl[C:25]1[CH:30]=[CH:29][N:28]=[CH:27][C:26]=1[N+:31]([O-:33])=[O:32].CCN(C(C)C)C(C)C, predict the reaction product. (6) The product is: [CH3:31][C:32]1([CH3:39])[NH:36][C:35](=[O:37])[CH:34]([C:6]2[CH:11]=[CH:10][CH:9]=[CH:8][CH:7]=2)[C:33]1=[O:38]. Given the reactants C(P(C(C)(C)C)[C:6]1[CH:11]=[CH:10][CH:9]=[CH:8][C:7]=1[C:6]1[CH:11]=[CH:10][CH:9]=[CH:8][C:7]=1C)(C)(C)C.[O-]P([O-])([O-])=O.[K+].[K+].[K+].[CH3:31][C:32]1([CH3:39])[NH:36][C:35](=[O:37])[CH2:34][C:33]1=[O:38].BrC1C=CC=CC=1, predict the reaction product. (7) Given the reactants [CH2:1]([N:8]1[C:17]([C:18]([OH:20])=[O:19])=[C:16]([C:21]2[CH:26]=[CH:25][CH:24]=[CH:23][CH:22]=2)[C:15]2[C:10](=[CH:11][CH:12]=[C:13]([F:27])[CH:14]=2)[C:9]1=[O:28])[C:2]1[CH:7]=[CH:6][CH:5]=[CH:4][CH:3]=1.CI.[C:31](=O)([O-])[O-].[K+].[K+].O, predict the reaction product. The product is: [CH3:31][O:19][C:18]([C:17]1[N:8]([CH2:1][C:2]2[CH:3]=[CH:4][CH:5]=[CH:6][CH:7]=2)[C:9](=[O:28])[C:10]2[C:15]([C:16]=1[C:21]1[CH:22]=[CH:23][CH:24]=[CH:25][CH:26]=1)=[CH:14][C:13]([F:27])=[CH:12][CH:11]=2)=[O:20]. (8) Given the reactants [C:1]([C:5]1[O:6][C:7]2[C:8](=[C:10]([C:32]#[N:33])[C:11]([CH3:31])=[C:12]([C:22]3[CH:27]=[CH:26][CH:25]=[C:24]([N+:28]([O-])=O)[CH:23]=3)[C:13]=2[N:14]2[CH2:18][CH2:17][C@H:16]([N:19]([CH3:21])[CH3:20])[CH2:15]2)[N:9]=1)([CH3:4])([CH3:3])[CH3:2], predict the reaction product. The product is: [NH2:28][C:24]1[CH:23]=[C:22]([C:12]2[C:13]([N:14]3[CH2:18][CH2:17][C@H:16]([N:19]([CH3:20])[CH3:21])[CH2:15]3)=[C:7]3[O:6][C:5]([C:1]([CH3:3])([CH3:4])[CH3:2])=[N:9][C:8]3=[C:10]([C:32]#[N:33])[C:11]=2[CH3:31])[CH:27]=[CH:26][CH:25]=1.